Dataset: Forward reaction prediction with 1.9M reactions from USPTO patents (1976-2016). Task: Predict the product of the given reaction. (1) The product is: [C:17]([O:21][C:22]([N:24]1[C:32]2[C:27](=[CH:28][CH:29]=[CH:30][CH:31]=2)[C:26]([CH2:41][C:40]2[CH:43]=[CH:44][C:37]([CH2:35][CH3:36])=[CH:38][CH:39]=2)=[N:25]1)=[O:23])([CH3:20])([CH3:19])[CH3:18]. Given the reactants O1C=CC=C1P(C1OC=CC=1)C1OC=CC=1.[C:17]([O:21][C:22]([N:24]1[C:32]2[C:27](=[CH:28][CH:29]=[CH:30][CH:31]=2)[C:26](I)=[N:25]1)=[O:23])([CH3:20])([CH3:19])[CH3:18].[Br-].[CH2:35]([C:37]1[CH:44]=[CH:43][C:40]([CH2:41][Zn+])=[CH:39][CH:38]=1)[CH3:36].O, predict the reaction product. (2) Given the reactants [C:1]([C:9]1[CH:19]=[CH:18][C:12]([O:13][CH2:14][C:15]([OH:17])=O)=[CH:11][CH:10]=1)(=[O:8])[C:2]1[CH:7]=[CH:6][CH:5]=[CH:4][CH:3]=1.C(N(CC)CC)C.Cl.C(N=C=NCCCN(C)C)C.O.ON1C2C=CC=CC=2N=N1.[C:50]([NH:57][CH2:58][CH2:59][NH2:60])([O:52][C:53]([CH3:56])([CH3:55])[CH3:54])=[O:51], predict the reaction product. The product is: [C:1]([C:9]1[CH:10]=[CH:11][C:12]([O:13][CH2:14][C:15]([NH:60][CH2:59][CH2:58][NH:57][C:50](=[O:51])[O:52][C:53]([CH3:55])([CH3:54])[CH3:56])=[O:17])=[CH:18][CH:19]=1)(=[O:8])[C:2]1[CH:3]=[CH:4][CH:5]=[CH:6][CH:7]=1. (3) Given the reactants N[C:2]1[CH:7]=[CH:6][C:5]([C:8]2[N:13]3[N:14]=[C:15]([NH:17][C:18]4[CH:23]=[CH:22][C:21]([O:24][CH2:25][CH2:26][N:27]5[CH2:31][CH2:30][CH2:29][CH2:28]5)=[CH:20][CH:19]=4)[N:16]=[C:12]3[CH:11]=[CH:10][CH:9]=2)=[CH:4][CH:3]=1.[CH2:32]([N:34](CC)CC)C.[C:39](Cl)(=[O:44])[CH2:40][CH:41]([CH3:43])[CH3:42], predict the reaction product. The product is: [CH3:42][CH:41]([CH3:43])[CH2:40][C:39]([NH:34][CH2:32][C:3]1[CH:2]=[CH:7][CH:6]=[C:5]([C:8]2[N:13]3[N:14]=[C:15]([NH:17][C:18]4[CH:23]=[CH:22][C:21]([O:24][CH2:25][CH2:26][N:27]5[CH2:31][CH2:30][CH2:29][CH2:28]5)=[CH:20][CH:19]=4)[N:16]=[C:12]3[CH:11]=[CH:10][CH:9]=2)[CH:4]=1)=[O:44]. (4) Given the reactants [N:1]1[C:6]([NH2:7])=[CH:5][CH:4]=[CH:3][C:2]=1[NH2:8].[F:9][C:10]([F:26])([F:25])[C:11]1N=C(C(F)(F)F)N=[C:13]([C:21]([F:24])([F:23])[F:22])[N:12]=1, predict the reaction product. The product is: [F:9][C:10]([F:25])([F:26])[C:11]1[N:12]=[C:13]([C:21]([F:23])([F:24])[F:22])[C:3]2[CH:4]=[CH:5][C:6]([NH2:7])=[N:1][C:2]=2[N:8]=1. (5) Given the reactants Br[C:2]1[C:15]2[C:16]3=[C:17]4[C:12](=[CH:13][CH:14]=2)[CH:11]=[CH:10][CH:9]=[C:8]4[CH:7]=[CH:6][C:5]3=[CH:4][CH:3]=1.[CH3:18]B1OB(C)OB(C)O1.C(=O)([O-])[O-].[Cs+].[Cs+].CN(C)C=O, predict the reaction product. The product is: [CH3:18][C:2]1[C:15]2[C:16]3=[C:17]4[C:12](=[CH:13][CH:14]=2)[CH:11]=[CH:10][CH:9]=[C:8]4[CH:7]=[CH:6][C:5]3=[CH:4][CH:3]=1. (6) The product is: [CH3:25][O:24][C:7]1[CH:6]=[CH:5][C:4]2[N:3]=[C:2]([NH:37][C:36]3[CH:35]=[CH:34][C:33]([O:26][C:27]4[CH:32]=[CH:31][CH:30]=[CH:29][CH:28]=4)=[CH:39][CH:38]=3)[C:11]3=[N:12][NH:13][CH:14]=[C:10]3[C:9]=2[CH:8]=1. Given the reactants Cl[C:2]1[C:11]2=[N:12][N:13](CC3C=CC(OC)=CC=3)[CH:14]=[C:10]2[C:9]2[CH:8]=[C:7]([O:24][CH3:25])[CH:6]=[CH:5][C:4]=2[N:3]=1.[O:26]([C:33]1[CH:39]=[CH:38][C:36]([NH2:37])=[CH:35][CH:34]=1)[C:27]1[CH:32]=[CH:31][CH:30]=[CH:29][CH:28]=1.Cl, predict the reaction product.